From a dataset of Forward reaction prediction with 1.9M reactions from USPTO patents (1976-2016). Predict the product of the given reaction. Given the reactants Br[C:2]1[CH:10]=[CH:9][C:8]([C:11]#[N:12])=[C:7]2[C:3]=1[C:4]([CH3:14])=[C:5]([CH3:13])[NH:6]2.[NH2:15][C@H:16]1[CH2:20][CH2:19][N:18]([C:21]([O:23][C:24]([CH3:27])([CH3:26])[CH3:25])=[O:22])[CH2:17]1.O1CCOCC1.C([O-])([O-])=O.[Cs+].[Cs+], predict the reaction product. The product is: [C:11]([C:8]1[CH:9]=[CH:10][C:2]([NH:15][C@H:16]2[CH2:20][CH2:19][N:18]([C:21]([O:23][C:24]([CH3:27])([CH3:26])[CH3:25])=[O:22])[CH2:17]2)=[C:3]2[C:7]=1[NH:6][C:5]([CH3:13])=[C:4]2[CH3:14])#[N:12].